From a dataset of Full USPTO retrosynthesis dataset with 1.9M reactions from patents (1976-2016). Predict the reactants needed to synthesize the given product. (1) Given the product [ClH:7].[ClH:7].[CH:3]1([CH2:2][N:23]2[CH2:24][C@H:11]3[C@H:12]([CH2:13][N:14]4[CH2:21][CH2:20][CH2:19][C:16]5[CH:17]=[CH:18][CH:9]=[C:10]3[C:15]4=5)[CH2:22]2)[CH2:6][CH2:5][CH2:4]1, predict the reactants needed to synthesize it. The reactants are: Br[CH2:2][CH:3]1[CH2:6][CH2:5][CH2:4]1.[ClH:7].Cl.[CH:9]1[CH:18]=[CH:17][C:16]2[CH2:19][CH2:20][CH2:21][N:14]3[C:15]=2[C:10]=1[C@H:11]1[CH2:24][NH:23][CH2:22][C@H:12]1[CH2:13]3. (2) Given the product [I:27][CH2:2][CH2:3][CH2:4][CH2:5][CH2:6][C:7]1[C:8](=[O:26])[N:9]([C:14]2[CH:21]=[CH:20][C:17]([C:18]#[N:19])=[C:16]([C:22]([F:25])([F:24])[F:23])[CH:15]=2)[C:10](=[O:13])[C:11]=1[CH3:12], predict the reactants needed to synthesize it. The reactants are: Cl[CH2:2][CH2:3][CH2:4][CH2:5][CH2:6][C:7]1[C:8](=[O:26])[N:9]([C:14]2[CH:21]=[CH:20][C:17]([C:18]#[N:19])=[C:16]([C:22]([F:25])([F:24])[F:23])[CH:15]=2)[C:10](=[O:13])[C:11]=1[CH3:12].[I-:27].[Na+]. (3) Given the product [ClH:38].[ClH:38].[CH3:34][C:35]([CH3:40])([CH3:39])[C:36]([NH:26][CH2:25][CH2:24][CH2:23][N:20]1[CH2:19][CH2:18][CH:17]([O:16][C:14]2[CH:15]=[C:6]([CH2:1][CH2:2][CH2:3][CH2:4][CH3:5])[CH:7]=[C:8]3[C:13]=2[N:12]=[CH:11][CH:10]=[CH:9]3)[CH2:22][CH2:21]1)=[O:37], predict the reactants needed to synthesize it. The reactants are: [CH2:1]([C:6]1[CH:7]=[C:8]2[C:13](=[C:14]([O:16][CH:17]3[CH2:22][CH2:21][N:20]([CH2:23][CH2:24][CH2:25][NH2:26])[CH2:19][CH2:18]3)[CH:15]=1)[N:12]=[CH:11][CH:10]=[CH:9]2)[CH2:2][CH2:3][CH2:4][CH3:5].C(N(CC)CC)C.[CH3:34][C:35]([CH3:40])([CH3:39])[C:36]([Cl:38])=[O:37].C([O-])=O.